Regression. Given two drug SMILES strings and cell line genomic features, predict the synergy score measuring deviation from expected non-interaction effect. From a dataset of NCI-60 drug combinations with 297,098 pairs across 59 cell lines. (1) Drug 1: CC1OCC2C(O1)C(C(C(O2)OC3C4COC(=O)C4C(C5=CC6=C(C=C35)OCO6)C7=CC(=C(C(=C7)OC)O)OC)O)O. Drug 2: C1=CC(=CC=C1CCCC(=O)O)N(CCCl)CCCl. Cell line: ACHN. Synergy scores: CSS=75.6, Synergy_ZIP=4.23, Synergy_Bliss=4.93, Synergy_Loewe=5.95, Synergy_HSA=8.99. (2) Drug 1: CN(CCCl)CCCl.Cl. Drug 2: C1CCC(C(C1)N)N.C(=O)(C(=O)[O-])[O-].[Pt+4]. Cell line: SF-268. Synergy scores: CSS=18.2, Synergy_ZIP=-6.63, Synergy_Bliss=-0.713, Synergy_Loewe=0.422, Synergy_HSA=1.25.